From a dataset of Catalyst prediction with 721,799 reactions and 888 catalyst types from USPTO. Predict which catalyst facilitates the given reaction. (1) Reactant: [Br:1][C:2]1[CH:7]=[CH:6][C:5]([C:8]([NH:10][NH:11]C(OC(C)(C)C)=O)=[O:9])=[C:4]([F:19])[CH:3]=1.[ClH:20]. Product: [ClH:20].[Br:1][C:2]1[CH:7]=[CH:6][C:5]([C:8]([NH:10][NH2:11])=[O:9])=[C:4]([F:19])[CH:3]=1. The catalyst class is: 12. (2) Reactant: [C:1]1([CH2:7][CH2:8][CH2:9][CH:10]([CH2:14][CH2:15][CH2:16][C:17]2[CH:22]=[CH:21][CH:20]=[CH:19][CH:18]=2)[C:11]([OH:13])=O)[CH:6]=[CH:5][CH:4]=[CH:3][CH:2]=1.[CH2:23]([N:25]([CH2:28][CH3:29])[CH2:26][CH3:27])C.ON1C2[CH:36]=[CH:37][CH:38]=[CH:39][C:34]=2N=N1.Cl.C[N:42](C)[CH2:43][CH2:44]CN=C=NCC. Product: [CH2:26]([N:25]1[CH2:28][CH2:29][CH2:44][CH2:43][N:42]([C:11](=[O:13])[CH:10]([CH2:9][CH2:8][CH2:7][C:1]2[CH:2]=[CH:3][CH:4]=[CH:5][CH:6]=2)[CH2:14][CH2:15][CH2:16][C:17]2[CH:22]=[CH:21][CH:20]=[CH:19][CH:18]=2)[CH2:23]1)[C:27]1[CH:36]=[CH:37][CH:38]=[CH:39][CH:34]=1. The catalyst class is: 3.